The task is: Predict the reaction yield, written as a fraction of the theoretical maximum amount of product (1.0 means a 100% yield; for example, 0.34 means a 34% yield).. This data is from Reaction yield outcomes from USPTO patents with 853,638 reactions. (1) The reactants are C1C=CC2N(O)N=NC=2C=1.CCN(C(C)C)C(C)C.[Br:20][C:21]1[CH:29]=[CH:28][CH:27]=[CH:26][C:22]=1[C:23]([OH:25])=O.CCN=C=NCCCN(C)C.Cl.[C:42]([O:46][C:47]([N:49]1[CH2:54][CH2:53][NH:52][CH2:51][CH2:50]1)=[O:48])([CH3:45])([CH3:44])[CH3:43]. The catalyst is CN(C=O)C.O. The product is [C:42]([O:46][C:47]([N:49]1[CH2:54][CH2:53][N:52]([C:23](=[O:25])[C:22]2[CH:26]=[CH:27][CH:28]=[CH:29][C:21]=2[Br:20])[CH2:51][CH2:50]1)=[O:48])([CH3:45])([CH3:43])[CH3:44]. The yield is 0.900. (2) The yield is 0.750. The product is [CH3:2][C@:14]12[CH2:18][CH2:17][CH2:16][N:15]1[CH:11]([C:10]([Cl:9])([Cl:20])[Cl:21])[O:12][C:13]2=[O:19]. The catalyst is C1COCC1. The reactants are [Li+].[CH3:2]C([N-]C(C)C)C.[Cl:9][C:10]([Cl:21])([Cl:20])[CH:11]1[N:15]2[CH2:16][CH2:17][CH2:18][C@@H:14]2[C:13](=[O:19])[O:12]1.IC. (3) The reactants are [O:1]1[CH2:6][CH2:5][CH:4]([CH2:7][CH2:8][OH:9])[CH2:3][CH2:2]1.[C:10]1([CH3:20])[CH:15]=[CH:14][C:13]([S:16](Cl)(=[O:18])=[O:17])=[CH:12][CH:11]=1. The product is [O:1]1[CH2:6][CH2:5][CH:4]([CH2:7][CH2:8][O:9][S:16]([C:13]2[CH:14]=[CH:15][C:10]([CH3:20])=[CH:11][CH:12]=2)(=[O:18])=[O:17])[CH2:3][CH2:2]1. The catalyst is N1C=CC=CC=1. The yield is 0.530.